Dataset: Catalyst prediction with 721,799 reactions and 888 catalyst types from USPTO. Task: Predict which catalyst facilitates the given reaction. (1) Reactant: [F:1][C:2]1[CH:3]=[CH:4][C:5]2[C:9]([CH:10]=1)=[N:8][N:7]1[C:11](=[O:28])[CH:12]=[C:13]([CH:15]3[CH2:20][CH2:19][N:18](C(OC(C)(C)C)=O)[CH2:17][CH2:16]3)[NH:14][C:6]=21.[ClH:29]. Product: [ClH:29].[F:1][C:2]1[CH:3]=[CH:4][C:5]2[C:9]([CH:10]=1)=[N:8][N:14]1[C:13]([CH:15]3[CH2:20][CH2:19][NH:18][CH2:17][CH2:16]3)=[CH:12][C:11](=[O:28])[NH:7][C:6]=21. The catalyst class is: 71. (2) Reactant: Cl.[Cl:2][C:3]1[CH:8]=[CH:7][C:6]([C@@H:9]2[CH2:11][C@H:10]2N)=[CH:5][CH:4]=1.[N:13]12CCCN=C1CCCCC2.[CH:24]([S:27](Cl)(=[O:29])=[O:28])([CH3:26])[CH3:25]. Product: [Cl:2][C:3]1[CH:8]=[CH:7][C:6]([CH:9]2[CH2:11][CH:10]2[CH2:25][CH:24]([S:27]([NH2:13])(=[O:29])=[O:28])[CH3:26])=[CH:5][CH:4]=1. The catalyst class is: 4. (3) The catalyst class is: 2. Reactant: [N+:1]([C:4]1[CH:5]=[C:6]([C:10]2[CH:14]=[C:13]([CH2:15][CH2:16][CH2:17][OH:18])[O:12][N:11]=2)[CH:7]=[CH:8][CH:9]=1)([O-:3])=[O:2].C([O-])(=O)C.[Na+].[Cr](Cl)([O-])(=O)=O.[NH+]1C=CC=CC=1.C(OCC)C. Product: [N+:1]([C:4]1[CH:5]=[C:6]([C:10]2[CH:14]=[C:13]([CH2:15][CH2:16][CH:17]=[O:18])[O:12][N:11]=2)[CH:7]=[CH:8][CH:9]=1)([O-:3])=[O:2]. (4) Product: [Cl:1][C:2]1[CH:14]=[C:13]([Cl:15])[C:12]([O:16][C:17]2[N:21]([CH3:22])[N:20]=[C:19]([CH3:23])[C:18]=2/[CH:24]=[N:27]/[NH2:28])=[CH:11][C:3]=1[O:4][C@@H:5]([CH3:10])[C:6]([O:8][CH3:9])=[O:7]. Reactant: [Cl:1][C:2]1[CH:14]=[C:13]([Cl:15])[C:12]([O:16][C:17]2[N:21]([CH3:22])[N:20]=[C:19]([CH3:23])[C:18]=2[CH:24]=O)=[CH:11][C:3]=1[O:4][C@@H:5]([CH3:10])[C:6]([O:8][CH3:9])=[O:7].O.[NH2:27][NH2:28]. The catalyst class is: 5. (5) Reactant: [N+:1]([C:4]1[CH:12]=[C:11]2[C:7]([CH2:8][CH:9]([C:13]([O:15][CH3:16])=[O:14])[NH:10]2)=[CH:6][CH:5]=1)([O-:3])=[O:2].[CH2:17]([O:24][C:25]1[C:33]([O:34][CH3:35])=[CH:32][C:28]([C:29](Cl)=[O:30])=[C:27]([N+:36]([O-:38])=[O:37])[CH:26]=1)[C:18]1[CH:23]=[CH:22][CH:21]=[CH:20][CH:19]=1.N1C2C(=CC=CC=2)CC1.C(N(CC)CC)C. Product: [CH2:17]([O:24][C:25]1[C:33]([O:34][CH3:35])=[CH:32][C:28]([C:29]([N:10]2[C:11]3[C:7](=[CH:6][CH:5]=[C:4]([N+:1]([O-:3])=[O:2])[CH:12]=3)[CH2:8][CH:9]2[C:13]([O:15][CH3:16])=[O:14])=[O:30])=[C:27]([N+:36]([O-:38])=[O:37])[CH:26]=1)[C:18]1[CH:23]=[CH:22][CH:21]=[CH:20][CH:19]=1. The catalyst class is: 7.